From a dataset of Reaction yield outcomes from USPTO patents with 853,638 reactions. Predict the reaction yield, written as a fraction of the theoretical maximum amount of product (1.0 means a 100% yield; for example, 0.34 means a 34% yield). (1) The reactants are P(Cl)(Cl)([Cl:3])=O.[Cl:6][C:7]1[C:8]([N:15]2[C:19]3=[N:20][CH:21]=[N:22][C:23](O)=[C:18]3[CH:17]=[N:16]2)=[C:9]([CH:12]=[CH:13][CH:14]=1)[C:10]#[N:11]. No catalyst specified. The product is [Cl:6][C:7]1[C:8]([N:15]2[C:19]3=[N:20][CH:21]=[N:22][C:23]([Cl:3])=[C:18]3[CH:17]=[N:16]2)=[C:9]([CH:12]=[CH:13][CH:14]=1)[C:10]#[N:11]. The yield is 0.750. (2) The reactants are [C:1]([C:7]1[CH:8]=[C:9]([C:13]2[NH:14][CH:15]=[CH:16][N:17]=2)[CH:10]=[CH:11][CH:12]=1)#[C:2][CH2:3][CH2:4][CH2:5][CH3:6]. The yield is 0.950. The catalyst is CO.[Pd]. The product is [CH2:1]([C:7]1[CH:8]=[C:9]([C:13]2[NH:17][CH:16]=[CH:15][N:14]=2)[CH:10]=[CH:11][CH:12]=1)[CH2:2][CH2:3][CH2:4][CH2:5][CH3:6]. (3) The reactants are [OH:1][N:2]=[C:3]([C:5]1[CH:6]=[C:7]([CH:11]=[CH:12][CH:13]=1)[C:8]([OH:10])=[O:9])[NH2:4].[F:14][C:15]([F:26])([F:25])[C:16](O[C:16](=O)[C:15]([F:26])([F:25])[F:14])=O.Cl. The catalyst is N1C=CC=CC=1. The product is [F:14][C:15]([F:26])([F:25])[C:16]1[O:1][N:2]=[C:3]([C:5]2[CH:6]=[C:7]([CH:11]=[CH:12][CH:13]=2)[C:8]([OH:10])=[O:9])[N:4]=1. The yield is 0.280. (4) The reactants are [OH:1][C:2]1[CH:9]=[CH:8][C:7]([O:10][CH3:11])=[CH:6][C:3]=1[CH:4]=O.Br[CH2:13][C:14]([O:16][CH2:17][CH3:18])=[O:15].C(=O)([O-])[O-].[K+].[K+].C(OCC)(=O)C. The catalyst is CN(C)C=O. The product is [CH3:11][O:10][C:7]1[CH:8]=[CH:9][C:2]2[O:1][C:13]([C:14]([O:16][CH2:17][CH3:18])=[O:15])=[CH:4][C:3]=2[CH:6]=1. The yield is 0.580. (5) The reactants are [H-].[Na+].NC1C=CC=CC=1.[CH3:10][C:11]1[CH2:15][C:14]([CH3:16])=[C:13]([CH3:17])[C:12]=1[CH3:18].Cl[Si:20]([C:33]1[CH:38]=[CH:37][CH:36]=[CH:35][CH:34]=1)([C:27]1[CH:32]=[CH:31][CH:30]=[CH:29][CH:28]=1)[C:21]1[CH:26]=[CH:25][CH:24]=[CH:23][CH:22]=1.C(=O)([O-])O.[Na+].C(=O)([O-])[O-].[Na+].[Na+]. The catalyst is O1CCCC1.C1(C)C=CC=CC=1. The product is [C:33]1([Si:20]([C:21]2[CH:22]=[CH:23][CH:24]=[CH:25][CH:26]=2)([C:27]2[CH:32]=[CH:31][CH:30]=[CH:29][CH:28]=2)[C:15]2[CH:14]([CH3:16])[C:13]([CH3:17])=[C:12]([CH3:18])[C:11]=2[CH3:10])[CH:34]=[CH:35][CH:36]=[CH:37][CH:38]=1. The yield is 0.663. (6) The reactants are [Cl:1][C:2]1[CH:7]=[CH:6][C:5]([C:8]2[CH:12]=[C:11]([OH:13])[N:10]([C:14]3[CH:19]=[C:18]([C:20]#N)[CH:17]=[CH:16][N:15]=3)[N:9]=2)=[CH:4][CH:3]=1.[OH-:22].[Na+].Cl.[OH2:25]. The catalyst is CCO. The product is [Cl:1][C:2]1[CH:7]=[CH:6][C:5]([C:8]2[CH:12]=[C:11]([OH:13])[N:10]([C:14]3[CH:19]=[C:18]([C:20]([OH:25])=[O:22])[CH:17]=[CH:16][N:15]=3)[N:9]=2)=[CH:4][CH:3]=1. The yield is 0.750. (7) The reactants are Cl[C:2]1[N:9]=[C:8]([CH3:10])[CH:7]=[CH:6][C:3]=1[C:4]#[N:5].[CH3:11][N:12]([CH2:20][CH2:21][CH:22]([OH:27])[C:23]([F:26])([F:25])[F:24])[C:13](=[O:19])[O:14][C:15]([CH3:18])([CH3:17])[CH3:16].C(=O)([O-])[O-].[Cs+].[Cs+]. The catalyst is O. The product is [C:15]([O:14][C:13](=[O:19])[N:12]([CH2:20][CH2:21][CH:22]([O:27][C:2]1[C:3]([C:4]#[N:5])=[CH:6][CH:7]=[C:8]([CH3:10])[N:9]=1)[C:23]([F:26])([F:25])[F:24])[CH3:11])([CH3:18])([CH3:16])[CH3:17]. The yield is 0.310.